Dataset: Forward reaction prediction with 1.9M reactions from USPTO patents (1976-2016). Task: Predict the product of the given reaction. (1) Given the reactants [Cl:1][C:2]1[CH:10]=[CH:9][C:8]2[N:7]([CH:11](O)[CH:12]([C:14]3[CH:19]=[CH:18][C:17]([F:20])=[CH:16][CH:15]=3)[CH3:13])[C:6]3[CH2:22][CH2:23][N:24]([CH3:26])[CH2:25][C:5]=3[C:4]=2[CH:3]=1.S(=O)(=O)(O)O.[OH-].[K+], predict the reaction product. The product is: [Cl:1][C:2]1[CH:10]=[CH:9][C:8]2[N:7](/[CH:11]=[C:12](/[C:14]3[CH:19]=[CH:18][C:17]([F:20])=[CH:16][CH:15]=3)\[CH3:13])[C:6]3[CH2:22][CH2:23][N:24]([CH3:26])[CH2:25][C:5]=3[C:4]=2[CH:3]=1. (2) Given the reactants [F:1][C:2]1[CH:3]=[C:4]([CH2:14][OH:15])[C:5]2[O:9][C:8]([C:10](=[O:12])[CH3:11])=[CH:7][C:6]=2[CH:13]=1.[CH3:16][S:17](Cl)(=[O:19])=[O:18].C(N(CC)CC)C, predict the reaction product. The product is: [CH3:16][S:17]([O:15][CH2:14][C:4]1[C:5]2[O:9][C:8]([C:10](=[O:12])[CH3:11])=[CH:7][C:6]=2[CH:13]=[C:2]([F:1])[CH:3]=1)(=[O:19])=[O:18].